Dataset: Reaction yield outcomes from USPTO patents with 853,638 reactions. Task: Predict the reaction yield, written as a fraction of the theoretical maximum amount of product (1.0 means a 100% yield; for example, 0.34 means a 34% yield). (1) The reactants are [H-].[Na+].[C:3]1([C:9]2[C:17]3[C:12](=[CH:13][CH:14]=[CH:15][CH:16]=3)[NH:11][CH:10]=2)[CH:8]=[CH:7][CH:6]=[CH:5][CH:4]=1.[CH3:18]I. The catalyst is CN(C)C=O. The product is [CH3:18][N:11]1[C:12]2[C:17](=[CH:16][CH:15]=[CH:14][CH:13]=2)[C:9]([C:3]2[CH:4]=[CH:5][CH:6]=[CH:7][CH:8]=2)=[CH:10]1. The yield is 1.00. (2) The reactants are [N:1]1([CH2:6][CH2:7][CH2:8][NH:9][C:10]([C:12]2[CH:21]=[CH:20][C:19]3[C:14](=[C:15](Br)[CH:16]=[N:17][CH:18]=3)[N:13]=2)=[O:11])[CH:5]=[CH:4][N:3]=[CH:2]1.[Cl:23][C:24]1[CH:29]=[CH:28][CH:27]=[CH:26][C:25]=1B(O)O.C(=O)([O-])[O-].[Cs+].[Cs+]. The catalyst is O1CCOCC1.O.C1(P([C-]2C=CC=C2)C2C=CC=CC=2)C=CC=CC=1.[C-]1(P(C2C=CC=CC=2)C2C=CC=CC=2)C=CC=C1.[Fe+2].[Pd](Cl)Cl. The product is [N:1]1([CH2:6][CH2:7][CH2:8][NH:9][C:10]([C:12]2[CH:21]=[CH:20][C:19]3[C:14](=[C:15]([C:25]4[CH:26]=[CH:27][CH:28]=[CH:29][C:24]=4[Cl:23])[CH:16]=[N:17][CH:18]=3)[N:13]=2)=[O:11])[CH:5]=[CH:4][N:3]=[CH:2]1. The yield is 0.670. (3) The reactants are [CH2:1]1[NH:8][CH2:7][CH2:6][S:3](=[O:5])(=[O:4])[CH2:2]1.[N:9]1[C:17]2[C:12](=[N:13][CH:14]=[CH:15][CH:16]=2)[S:11][C:10]=1[C:18]1[CH:23]=[CH:22][CH:21]=[CH:20][C:19]=1[NH:24][C:25]([C:27]1[CH:32]=[C:31]([O:33][CH2:34][CH2:35]Br)[CH:30]=[C:29]([C:37]2[CH:42]=[CH:41][CH:40]=[CH:39][CH:38]=2)[N:28]=1)=[O:26].[ClH:43]. The catalyst is C(#N)C.O. The product is [ClH:43].[N:9]1[C:17]2[C:12](=[N:13][CH:14]=[CH:15][CH:16]=2)[S:11][C:10]=1[C:18]1[CH:23]=[CH:22][CH:21]=[CH:20][C:19]=1[NH:24][C:25]([C:27]1[CH:32]=[C:31]([O:33][CH2:34][CH2:35][N:8]2[CH2:7][CH2:6][S:3](=[O:5])(=[O:4])[CH2:2][CH2:1]2)[CH:30]=[C:29]([C:37]2[CH:42]=[CH:41][CH:40]=[CH:39][CH:38]=2)[N:28]=1)=[O:26]. The yield is 0.930. (4) The reactants are [CH:1]1[C:14]2[C:5](=[CH:6][C:7]3[C:12]([C:13]=2[CH2:15][N:16]([CH2:25][CH3:26])[CH2:17][CH2:18][CH2:19]OS(C)(=O)=O)=[CH:11][CH:10]=[CH:9][CH:8]=3)[CH:4]=[CH:3][CH:2]=1.[NH2:27][CH2:28][CH2:29][CH2:30][OH:31]. The catalyst is C(#N)C. The product is [CH:11]1[C:12]2[C:7](=[CH:6][C:5]3[C:14]([C:13]=2[CH2:15][N:16]([CH2:25][CH3:26])[CH2:17][CH2:18][CH2:19][NH:27][CH2:28][CH2:29][CH2:30][OH:31])=[CH:1][CH:2]=[CH:3][CH:4]=3)[CH:8]=[CH:9][CH:10]=1. The yield is 0.650.